From a dataset of Full USPTO retrosynthesis dataset with 1.9M reactions from patents (1976-2016). Predict the reactants needed to synthesize the given product. (1) Given the product [C:47]([C@@H:50]([NH:65][C:66]([C@@H:68](/[CH:81]=[CH:82]/[CH2:83][CH2:84][CH2:85][CH2:86][CH2:87][CH2:88][C:89](=[O:97])[CH2:90][CH2:91][CH2:92][CH2:93][CH2:94][CH2:95][CH3:96])[C@@:69]([OH:80])([CH2:77][CH2:78][CH3:79])[C:70]([OH:72])=[O:71])=[O:67])[CH2:51][C:52]1[CH:57]=[CH:56][C:55]([C:58]2[CH:63]=[CH:62][CH:61]=[CH:60][C:59]=2[F:64])=[CH:54][CH:53]=1)([OH:49])=[O:48], predict the reactants needed to synthesize it. The reactants are: C(OC1C=CC(C[C@H](NC([C@@H](/C=C/CCCCCCC(F)(F)CCCCCCC)[C@@](O)(CCC)C(O)=O)=O)C(O)=O)=CC=1)C#CC.[C:47]([C@@H:50]([NH:65][C:66]([C@@H:68](/[CH:81]=[CH:82]/[CH2:83][CH2:84][CH2:85][CH2:86][CH2:87][CH2:88][C:89](=[O:97])[CH2:90][CH2:91][CH2:92][CH2:93][CH2:94][CH2:95][CH3:96])[C@@:69]([OH:80])([CH2:77][CH2:78][CH3:79])[C:70]([O:72]C(C)(C)C)=[O:71])=[O:67])[CH2:51][C:52]1[CH:57]=[CH:56][C:55]([C:58]2[CH:63]=[CH:62][CH:61]=[CH:60][C:59]=2[F:64])=[CH:54][CH:53]=1)([OH:49])=[O:48]. (2) Given the product [Cl:24][C:21]1[CH:20]=[CH:19][C:18]([C:11]2[C:10]3[CH2:9][NH:8][CH2:17][CH2:16][CH2:15][C:14]=3[N:13]([CH2:30][C:29]3[CH:32]=[CH:33][C:26]([F:25])=[C:27]([CH3:34])[CH:28]=3)[N:12]=2)=[CH:23][CH:22]=1, predict the reactants needed to synthesize it. The reactants are: C(OC([N:8]1[CH2:17][CH2:16][CH2:15][C:14]2[NH:13][N:12]=[C:11]([C:18]3[CH:23]=[CH:22][C:21]([Cl:24])=[CH:20][CH:19]=3)[C:10]=2[CH2:9]1)=O)(C)(C)C.[F:25][C:26]1[CH:33]=[CH:32][C:29]([CH2:30]Br)=[CH:28][C:27]=1[CH3:34]. (3) Given the product [NH2:10][C:8]1[CH:7]=[CH:6][C:3]([C:4]#[N:5])=[C:2]([CH:11]2[CH2:13][CH2:12]2)[CH:9]=1, predict the reactants needed to synthesize it. The reactants are: Cl[C:2]1[CH:9]=[C:8]([NH2:10])[CH:7]=[CH:6][C:3]=1[C:4]#[N:5].[CH:11]1(B(O)O)[CH2:13][CH2:12]1.P([O-])([O-])([O-])=O.[K+].[K+].[K+].C1(P(C2CCCCC2)C2CCCCC2)CCCCC1. (4) Given the product [S:3]1[C:4]2[CH:10]=[CH:9][CH:8]=[CH:7][C:5]=2[N:6]=[C:2]1[NH:15][C:14]1[CH:13]=[C:12]([Cl:11])[CH:18]=[C:17]([Cl:19])[CH:16]=1, predict the reactants needed to synthesize it. The reactants are: Cl[C:2]1[S:3][C:4]2[CH:10]=[CH:9][CH:8]=[CH:7][C:5]=2[N:6]=1.[Cl:11][C:12]1[CH:13]=[C:14]([CH:16]=[C:17]([Cl:19])[CH:18]=1)[NH2:15]. (5) Given the product [O:22]=[C:23]1[NH:31][C:26]2=[N:27][CH:28]=[CH:29][CH:30]=[C:25]2[N:24]1[CH:32]1[CH2:33][CH2:34][N:35]([C:38]([O:20][C@H:17]2[C:12]3=[N:13][CH:14]=[CH:15][CH:16]=[C:11]3[CH2:10][C@@:9]([C:3]3[CH:4]=[CH:5][CH:6]=[C:7]([F:8])[C:2]=3[F:1])([OH:21])[CH2:19][CH2:18]2)=[O:39])[CH2:36][CH2:37]1, predict the reactants needed to synthesize it. The reactants are: [F:1][C:2]1[C:7]([F:8])=[CH:6][CH:5]=[CH:4][C:3]=1[C@:9]1([OH:21])[CH2:19][CH2:18][C@@H:17]([OH:20])[C:12]2=[N:13][CH:14]=[CH:15][CH:16]=[C:11]2[CH2:10]1.[O:22]=[C:23]1[NH:31][C:26]2=[N:27][CH:28]=[CH:29][CH:30]=[C:25]2[N:24]1[CH:32]1[CH2:37][CH2:36][N:35]([C:38](OC2C=CC([N+]([O-])=O)=CC=2)=[O:39])[CH2:34][CH2:33]1.C[Si]([N-][Si](C)(C)C)(C)C.[Na+]. (6) Given the product [Cl:4][C:5]1[CH:30]=[CH:29][CH:28]=[C:27]([CH3:31])[C:6]=1/[CH:7]=[CH:32]/[CH:34]1[CH2:39][CH2:38][N:37]([C:40]([O:42][C:43]([CH3:44])([CH3:46])[CH3:45])=[O:41])[CH2:36][CH2:35]1, predict the reactants needed to synthesize it. The reactants are: [H-].[Na+].[Cl-].[Cl:4][C:5]1[CH:30]=[CH:29][CH:28]=[C:27]([CH3:31])[C:6]=1[CH2:7][P+](C1C=CC=CC=1)(C1C=CC=CC=1)C1C=CC=CC=1.[CH:32]([CH:34]1[CH2:39][CH2:38][N:37]([C:40]([O:42][C:43]([CH3:46])([CH3:45])[CH3:44])=[O:41])[CH2:36][CH2:35]1)=O.[Cl-].[NH4+]. (7) Given the product [CH2:24]([O:23][C:21]([C:20]1[NH:11][CH:10]=[C:9]([C:12]2[CH:17]=[CH:16][CH:15]=[CH:14][N:13]=2)[C:8]=1[C:5]1[CH:4]=[CH:3][C:2]([F:1])=[CH:7][CH:6]=1)=[O:22])[CH3:25], predict the reactants needed to synthesize it. The reactants are: [F:1][C:2]1[CH:7]=[CH:6][C:5]([CH:8]=[C:9]([C:12]2[CH:17]=[CH:16][CH:15]=[CH:14][N:13]=2)[C:10]#[N:11])=[CH:4][CH:3]=1.[N+]([CH2:20][C:21]([O:23][CH2:24][CH3:25])=[O:22])#[C-].CC([O-])(C)C.[K+].C(OCC)(=O)C. (8) Given the product [CH2:1]([O:3][C:4](=[O:25])[CH2:5][C:6]1[C:7]([CH3:24])=[C:8]([S:16][C:17]2[CH:22]=[CH:21][C:20]([N:26]3[CH:30]=[CH:29][CH:28]=[N:27]3)=[CH:19][CH:18]=2)[N:9]2[C:14]=1[CH:13]=[CH:12][C:11]([F:15])=[CH:10]2)[CH3:2], predict the reactants needed to synthesize it. The reactants are: [CH2:1]([O:3][C:4](=[O:25])[CH2:5][C:6]1[C:7]([CH3:24])=[C:8]([S:16][C:17]2[CH:22]=[CH:21][C:20](Br)=[CH:19][CH:18]=2)[N:9]2[C:14]=1[CH:13]=[CH:12][C:11]([F:15])=[CH:10]2)[CH3:2].[NH:26]1[CH:30]=[CH:29][CH:28]=[N:27]1.C(=O)([O-])[O-].[Cs+].[Cs+].N1C=CC=CC=1C=NO. (9) Given the product [CH2:42]([O:44][C:45](=[O:53])[C:46]1[CH:51]=[CH:50][C:49]([NH:52][C:21]([C:18]2[CH:19]=[CH:20][C:15]3[O:14][CH2:13][CH2:12][N:11]([S:8]([C:6]4[CH:7]=[C:2]([Cl:1])[CH:3]=[CH:4][C:5]=4[O:24][CH3:25])(=[O:9])=[O:10])[C:16]=3[CH:17]=2)=[O:23])=[CH:48][CH:47]=1)[CH3:43], predict the reactants needed to synthesize it. The reactants are: [Cl:1][C:2]1[CH:3]=[CH:4][C:5]([O:24][CH3:25])=[C:6]([S:8]([N:11]2[C:16]3[CH:17]=[C:18]([C:21]([OH:23])=O)[CH:19]=[CH:20][C:15]=3[O:14][CH2:13][CH2:12]2)(=[O:10])=[O:9])[CH:7]=1.C(N(CC)CC)C.N1C(Cl)=NC(Cl)=NC=1Cl.[CH2:42]([O:44][C:45](=[O:53])[C:46]1[CH:51]=[CH:50][C:49]([NH2:52])=[CH:48][CH:47]=1)[CH3:43].